From a dataset of Human Reference Interactome with 51,813 positive PPI pairs across 8,248 proteins, plus equal number of experimentally-validated negative pairs. Binary Classification. Given two protein amino acid sequences, predict whether they physically interact or not. (1) Protein 1 (ENSG00000134107) has sequence MERIPSAQPPPACLPKAPGLEHGDLPGMYPAHMYQVYKSRRGIKRSEDSKETYKLPHRLIEKKRRDRINECIAQLKDLLPEHLKLTTLGHLEKAVVLELTLKHVKALTNLIDQQQQKIIALQSGLQAGELSGRNVETGQEMFCSGFQTCAREVLQYLAKHENTRDLKSSQLVTHLHRVVSELLQGGTSRKPSDPAPKVMDFKEKPSSPAKGSEGPGKNCVPVIQRTFAHSSGEQSGSDTDTDSGYGGESEKGDLRSEQPCFKSDHGRRFTMGERIGAIKQESEEPPTKKNRMQLSDDEGH.... Protein 2 (ENSG00000244362) has sequence MSYSGSYYGGLGYGCGGFGGLGYGYSCGCGSFRRLGYGCGYGGYRYSCCHPSCYGGYWSSGFY*. Result: 1 (the proteins interact). (2) Protein 1 (ENSG00000273706) has sequence XRPLVDRLEPGELIPNGPFSFYGASRTILLLGRPDGKGGHEIGSKSASRWDWDPRTGCRRAELGLPKGNADLSPTPTWTRIRRQTPRACAPGRRAAKRRPGQPRVRTAVGDARSRGEGGREHSRVKEVKRPRALPGQPGGF*MVHCAGCKRPILDRFLLNVLDRAWHVKCVQCCECKCNLTEKCFSREGKLYCKNDFFRCFGTKCAGCAQGISPSDLVRRARSKVFHLNCFTCMMCNKQLSTGEELYIIDENKFVCKEDYLSNSSVAKENSLHSATTGSDPSLSPDSQDPSQDDAKDSES.... Protein 2 (ENSG00000171056) has sequence MASLLGAYPWPEGLECPALDAELSDGQSPPAVPRPPGDKGSESRIRRPMNAFMVWAKDERKRLAVQNPDLHNAELSKMLGKSWKALTLSQKRPYVDEAERLRLQHMQDYPNYKYRPRRKKQAKRLCKRVDPGFLLSSLSRDQNALPEKRSGSRGALGEKEDRGEYSPGTALPSLRGCYHEGPAGGGGGGTPSSVDTYPYGLPTPPEMSPLDVLEPEQTFFSSPCQEEHGHPRRIPHLPGHPYSPEYAPSPLHCSHPLGSLALGQSPGVSMMSPVPGCPPSPAYYSPATYHPLHSNLQAHL.... Result: 0 (the proteins do not interact). (3) Protein 1 (ENSG00000126581) has sequence MEGSKTSNNSTMQVSFVCQRCSQPLKLDTSFKILDRVTIQELTAPLLTTAQAKPGETQEEETNSGEEPFIETPRQDGVSRRFIPPARMMSTESANSFTLIGEASDGGTMENLSRRLKVTGDLFDIMSGQTDVDHPLCEECTDTLLDQLDTQLNVTENECQNYKRCLEILEQMNEDDSEQLQMELKELALEEERLIQELEDVEKNRKIVAENLEKVQAEAERLDQEEAQYQREYSEFKRQQLELDDELKSVENQMRYAQTQLDKLKKTNVFNATFHIWHSGQFGTINNFRLGRLPSVPVEW.... Protein 2 (ENSG00000198382) has sequence MSASASVGGPVPQPPPGPAAALPPGSAARALHVELPSQQRRLRHLRNIAARNIVNRNGHQLLDTYFTLHLCSTEKIYKEFYRSEVIKNSLNPTWRSLDFGIMPDRLDTSVSCFVVKIWGGKENIYQLLIEWKVCLDGLKYLGQQIHARNQNEIIFGLNDGYYGAPFEHKGYSNAQKTILLQVDQNCVRNSYDVFSLLRLHRAQCAIKQTQVTVQKIGKEIEEKLRLTSTSNELKKKSECLQLKILVLQNELERQKKALGREVALLHKQQIALQDKGSAFSAEHLKLQLQKESLNELRKEC.... Result: 1 (the proteins interact). (4) Protein 1 (ENSG00000113916) has sequence MASPADSCIQFTRHASDVLLNLNRLRSRDILTDVVIVVSREQFRAHKTVLMACSGLFYSIFTDQLKCNLSVINLDPEINPEGFCILLDFMYTSRLNLREGNIMAVMATAMYLQMEHVVDTCRKFIKASEAEMVSAIKPPREEFLNSRMLMPQDIMAYRGREVVENNLPLRSAPGCESRAFAPSLYSGLSTPPASYSMYSHLPVSSLLFSDEEFRDVRMPVANPFPKERALPCDSARPVPGEYSRPTLEVSPNVCHSNIYSPKETIPEEARSDMHYSVAEGLKPAAPSARNAPYFPCDKAS.... Protein 2 (ENSG00000126264) has sequence MIHLGHILFLLLLPVAAAQTTPGERSSLPAFYPGTSGSCSGCGSLSLPLLAGLVAADAVASLLIVGAVFLCARPRRSPAQEDGKVYINMPGRG*MIHLGHILFLLLLPVAAAQTTPGERSSLPAFYPGTSGSCSGCGSLSLPLLAGLVAADAVASLLIVGAVFLCARPRRSPAQDGKVYINMPGRG*. Result: 0 (the proteins do not interact). (5) Protein 1 (ENSG00000141985) has sequence MSVAGLKKQFYKASQLVSEKVGGAEGTKLDDDFKEMEKKVDVTSKAVTEVLARTIEYLQPNPASRAKLTMLNTVSKIRGQVKNPGYPQSEGLLGECMIRHGKELGGESNFGDALLDAGESMKRLAEVKDSLDIEVKQNFIDPLQNLCEKDLKEIQHHLKKLEGRRLDFDYKKKRQGKIPDEELRQALEKFEESKEVAETSMHNLLETDIEQVSQLSALVDAQLDYHRQAVQILDELAEKLKRRMREASSRPKREYKPKPREPFDLGEPEQSNGGFPCTTAPKIAASSSFRSSDKPIRTPS.... Protein 2 (ENSG00000152492) has sequence MAEVSIDQSKLPGVKEVCRDFAVLEDHTLAHSLQEQEIEHHLASNVQRNRLVQHDLQVAKQLQEEDLKAQAQLQKRYKDLEQQDCEIAQEIQEKLAIEAERRRIQEKKDEDIARLLQEKELQEEKKRKKHFPEFPATRAYADSYYYEDGDQPGSRRARELGSGFSRPCRLQRDGKTVKHKKEKPEHPLENLEEPEQHCSSKRSLSSSSSGKGRDNPHINNEQHERKRSTQERPRRPLLPTISGEVFLSTECDDWETKINHQTRNWEKQSRHQDRLSPKSSQKAGLHCKEVVYGRDHGQGE.... Result: 1 (the proteins interact). (6) Protein 1 (ENSG00000183665) has sequence MRENVVVSNMERESGKPVAVVAVVTEPWFTQRYREYLQRQKLFDTQHRVEKMPDGSVALPVLGETLPEQHLQELRNRVAPGSPCMLTQLPDPVPSKRAQGCSPAQKLCLEVSRWVEGRGVKWSAELEADLPRSWQRHGNLLLLSEDCFQAKQWKNLGPELWETVALALGVQRLAKRGRVSPDGTRTPAVTLLLGDHGWVEHVDNGIRYKFDVTQCMFSFGNITEKLRVASLSCAGEVLVDLYAGIGYFTLPFLVHAGAAFVHACEWNPHAVVALRNNLEINGVADRCQIHFGDNRKLKLS.... Protein 2 (ENSG00000214026) has sequence MARNVVYPLYRLGGPQLRVFRTNFFIQLVRPGVAQPEDTVQFRIPMEMTRVDLRNYLEGIYNVPVAAVRTRVQHGSNKRRDHRNVRIKKPDYKVAYVQLAHGQTFTFPDLFPEKDESPEGSAADDLYSMLEEERQQRQSSDPRRGGVPSWFGL*MARNVVYPLYRLGGPQLRVFRTNFFIQLVRPGVAQPEDTVQFRIPMEMTRVDLRNYLEGIYNVPVAAVRTRVQHGSNKRRDHRNVRIKKPDYKVAYVQLPSQTPSKEQNGQGSTLCFRSSCSKGWSTWGTRDPRPAWSPVGGRIPR.... Result: 0 (the proteins do not interact). (7) Protein 1 (ENSG00000160695) has sequence XEMAINLAKSQHLDSDGLAQIFMQYGDHLYSKGNHDGAVQQYIRSASDSCVHELEKYTDSDAIGCTCLPRTIGKLEPSYVIRKFLDAQRIHNLTAYLQTLHRQSLANADHTTLLLNCYTKLKDSSKLEEFIKKKSESEVHFDVETAIKVLRQAGYYSHALYLAENHAHHEWYLKIQLEDIKMKRYGKILMHHIPEQTTQLLKGLCTDYRPSLEGRSDREAPGCRANSEEFIPIFANNPRELKAFLEHMSEVQPDSPQGIYDTLLELRLQNWAHEKDPQVKEKLHAEAISLLKSGRFCDVF.... Protein 2 (ENSG00000090447) has sequence MEYFMVPTQKVPSLQHFRKTEKEVIGGLCSLANIPLTPETQRDQERRIRREIANSNERRRMQSINAGFQSLKTLIPHTDGEKLSKAAILQQTAEYIFSLEQEKTRLLQQNTQLKRFIQELSGSSPKRRRAEDKDEGIGSPDIWEDEKAEDLRREMIELRQQLDKERSVRMMLEEQVRSLEAHMYPEKLKVIAQQVQLQQQQEQVRLLHQEKLEREQQQLRTQLLPPPAPTHHPTVIVPAPPPPPSHHINVVTMGPSSVINSVSTSRQNLDTIVQAIQHIEGTQEKQELEEEQRRAVIVKP.... Result: 0 (the proteins do not interact).